This data is from Reaction yield outcomes from USPTO patents with 853,638 reactions. The task is: Predict the reaction yield, written as a fraction of the theoretical maximum amount of product (1.0 means a 100% yield; for example, 0.34 means a 34% yield). (1) The reactants are FC(F)(F)C(O)=O.[O:8]1[C:12]2[CH:13]=[CH:14][C:15]([C:17]3([C:20]([NH:22][C:23]4[CH:24]=[C:25]5[C:29](=[CH:30][CH:31]=4)[NH:28][C:27]([C:32]([CH3:43])([CH3:42])[CH2:33][NH:34]C(=O)OC(C)(C)C)=[CH:26]5)=[O:21])[CH2:19][CH2:18]3)=[CH:16][C:11]=2[O:10][CH2:9]1. The catalyst is ClCCl. The product is [NH2:34][CH2:33][C:32]([C:27]1[NH:28][C:29]2[C:25]([CH:26]=1)=[CH:24][C:23]([NH:22][C:20]([C:17]1([C:15]3[CH:14]=[CH:13][C:12]4[O:8][CH2:9][O:10][C:11]=4[CH:16]=3)[CH2:19][CH2:18]1)=[O:21])=[CH:31][CH:30]=2)([CH3:42])[CH3:43]. The yield is 0.860. (2) The reactants are [Cl:1][C:2]1[C:3]2[S:10][CH:9]=[CH:8][C:4]=2[N:5]=[CH:6][N:7]=1.[CH:11]([N-:14]C(C)C)(C)C.[Li+].S(C#N)(C1C=CC(C)=CC=1)(=O)=O. The catalyst is C1COCC1. The product is [Cl:1][C:2]1[C:3]2[S:10][C:9]([C:11]#[N:14])=[CH:8][C:4]=2[N:5]=[CH:6][N:7]=1. The yield is 0.200.